Dataset: Forward reaction prediction with 1.9M reactions from USPTO patents (1976-2016). Task: Predict the product of the given reaction. The product is: [CH3:12][N:13]([C:19]([O:21][C:22]([CH3:23])([CH3:25])[CH3:24])=[O:20])[CH:14]([CH2:16]/[CH:17]=[CH:18]/[C:7]1[CH:8]=[N:9][CH:10]=[C:5]([O:4][CH:1]([CH3:3])[CH3:2])[CH:6]=1)[CH3:15]. Given the reactants [CH:1]([O:4][C:5]1[CH:6]=[C:7](Br)[CH:8]=[N:9][CH:10]=1)([CH3:3])[CH3:2].[CH3:12][N:13]([C:19]([O:21][C:22]([CH3:25])([CH3:24])[CH3:23])=[O:20])[CH:14]([CH2:16][CH:17]=[CH2:18])[CH3:15].C(N(CC)CC)C.C(#N)C, predict the reaction product.